This data is from Forward reaction prediction with 1.9M reactions from USPTO patents (1976-2016). The task is: Predict the product of the given reaction. (1) Given the reactants [H-].[Na+].CN(C=O)C.[F:8][C:9]([F:13])([F:12])[CH2:10][OH:11].F[C:15]1[CH:16]=[N:17][CH:18]=[CH:19][C:20]=1[C:21]1[O:22][C:23]2[CH:29]=[CH:28][C:27]([C:30]([F:33])([F:32])[F:31])=[CH:26][C:24]=2[N:25]=1, predict the reaction product. The product is: [F:8][C:9]([F:13])([F:12])[CH2:10][O:11][C:15]1[CH:16]=[N:17][CH:18]=[CH:19][C:20]=1[C:21]1[O:22][C:23]2[CH:29]=[CH:28][C:27]([C:30]([F:33])([F:32])[F:31])=[CH:26][C:24]=2[N:25]=1. (2) Given the reactants [N:1]1([CH:10]2[CH2:14][CH2:13][N:12]([C:15]([O:17][C:18]([CH3:21])([CH3:20])[CH3:19])=[O:16])[CH2:11]2)[C:9]2[C:4](=[CH:5][CH:6]=[CH:7][CH:8]=2)[CH2:3][CH2:2]1.C1C(=O)N([Br:29])C(=O)C1, predict the reaction product. The product is: [Br:29][C:6]1[CH:5]=[C:4]2[C:9](=[CH:8][CH:7]=1)[N:1]([CH:10]1[CH2:14][CH2:13][N:12]([C:15]([O:17][C:18]([CH3:21])([CH3:20])[CH3:19])=[O:16])[CH2:11]1)[CH2:2][CH2:3]2.